This data is from Forward reaction prediction with 1.9M reactions from USPTO patents (1976-2016). The task is: Predict the product of the given reaction. (1) Given the reactants [NH:1]1[CH2:4][CH2:3][CH2:2]1.C(N(CC)C(C)C)(C)C.[C:14]([O:18][C:19]([NH:21][C@@H:22]([C:26]1[CH:31]=[CH:30][C:29]([O:32][CH2:33][CH2:34][O:35][CH:36]2[CH2:41][CH2:40][CH2:39][CH2:38][O:37]2)=[CH:28][CH:27]=1)[C:23](O)=[O:24])=[O:20])([CH3:17])([CH3:16])[CH3:15], predict the reaction product. The product is: [C:14]([O:18][C:19](=[O:20])[NH:21][C@@H:22]([C:26]1[CH:31]=[CH:30][C:29]([O:32][CH2:33][CH2:34][O:35][CH:36]2[CH2:41][CH2:40][CH2:39][CH2:38][O:37]2)=[CH:28][CH:27]=1)[C:23]([N:1]1[CH2:4][CH2:3][CH2:2]1)=[O:24])([CH3:17])([CH3:15])[CH3:16]. (2) The product is: [CH:19]1([C:17]([NH:16][C:14]2[N:15]=[C:10]3[CH:9]=[CH:8][C:7]([O:6][C:5]4[CH:22]=[CH:23][C:2]([NH:1][C:39]([C:34]5[C:33](=[O:42])[N:32]([C:27]6[CH:28]=[CH:29][CH:30]=[CH:31][C:26]=6[F:25])[C:37]([CH3:38])=[CH:36][CH:35]=5)=[O:40])=[CH:3][C:4]=4[F:24])=[CH:12][N:11]3[CH:13]=2)=[O:18])[CH2:21][CH2:20]1. Given the reactants [NH2:1][C:2]1[CH:23]=[CH:22][C:5]([O:6][C:7]2[CH:8]=[CH:9][C:10]3[N:11]([CH:13]=[C:14]([NH:16][C:17]([CH:19]4[CH2:21][CH2:20]4)=[O:18])[N:15]=3)[CH:12]=2)=[C:4]([F:24])[CH:3]=1.[F:25][C:26]1[CH:31]=[CH:30][CH:29]=[CH:28][C:27]=1[N:32]1[C:37]([CH3:38])=[CH:36][CH:35]=[C:34]([C:39](O)=[O:40])[C:33]1=[O:42].CN(C(ON1N=NC2C=CC=NC1=2)=[N+](C)C)C.F[P-](F)(F)(F)(F)F.C(N(CC)C(C)C)(C)C.C(=O)([O-])O.[Na+], predict the reaction product. (3) Given the reactants [Cl:1][C:2]1[CH:3]=[CH:4][C:5]([O:10][CH2:11][CH:12]([O:16]CC)OCC)=[C:6]([CH:9]=1)[CH:7]=O, predict the reaction product. The product is: [Cl:1][C:2]1[CH:3]=[CH:4][C:5]2[O:10][C:11]([CH:12]=[O:16])=[CH:7][C:6]=2[CH:9]=1. (4) Given the reactants Cl[C:2]1[C:11]2[C:6](=[CH:7][CH:8]=[C:9]([CH3:12])[CH:10]=2)[N:5]=[C:4]([N:13]2[CH2:19][C:18]3[CH:20]=[CH:21][CH:22]=[CH:23][C:17]=3[S:16](=[O:25])(=[O:24])[CH2:15][CH2:14]2)[CH:3]=1.[S:26]([CH2:30][CH2:31][NH2:32])[CH2:27][CH2:28][NH2:29], predict the reaction product. The product is: [NH2:29][CH2:28][CH2:27][S:26][CH2:30][CH2:31][NH:32][C:2]1[C:11]2[C:6](=[CH:7][CH:8]=[C:9]([CH3:12])[CH:10]=2)[N:5]=[C:4]([N:13]2[CH2:19][C:18]3[CH:20]=[CH:21][CH:22]=[CH:23][C:17]=3[S:16](=[O:25])(=[O:24])[CH2:15][CH2:14]2)[CH:3]=1.